This data is from Full USPTO retrosynthesis dataset with 1.9M reactions from patents (1976-2016). The task is: Predict the reactants needed to synthesize the given product. (1) The reactants are: [Br:1][C:2]1[CH:7]=[CH:6][C:5]([N:8]2[CH:12]([C:13]3[CH:18]=[CH:17][CH:16]=[C:15]([O:19][C:20]([F:23])([F:22])[F:21])[CH:14]=3)[CH2:11][C:10](=O)[C:9]2=[O:25])=[CH:4][CH:3]=1.[CH3:26][C@@H:27]([NH2:34])[C:28]1[CH:33]=[CH:32][CH:31]=[CH:30][CH:29]=1. Given the product [Br:1][C:2]1[CH:7]=[CH:6][C:5]([N:8]2[C@H:12]([C:13]3[CH:18]=[CH:17][CH:16]=[C:15]([O:19][C:20]([F:23])([F:21])[F:22])[CH:14]=3)[CH:11]=[C:10]([NH:34][C@@H:27]([C:28]3[CH:33]=[CH:32][CH:31]=[CH:30][CH:29]=3)[CH3:26])[C:9]2=[O:25])=[CH:4][CH:3]=1, predict the reactants needed to synthesize it. (2) Given the product [S:88]([C:85]1[CH:86]=[CH:87][C:82]([CH3:92])=[CH:83][CH:84]=1)([O:11][CH2:12][CH:13]1[CH2:14][CH:15]([O:57][CH2:58][CH2:59][CH2:60][CH2:61][CH2:62][CH2:63][CH2:64][CH2:65][CH2:66][CH2:67][CH2:68][CH2:69][CH2:70][CH2:71][CH2:72][CH2:73][CH2:74][CH3:75])[CH:16]([O:38][CH2:39][CH2:40][CH2:41][CH2:42][CH2:43][CH2:44][CH2:45][CH2:46][CH2:47][CH2:48][CH2:49][CH2:50][CH2:51][CH2:52][CH2:53][CH2:54][CH2:55][CH3:56])[CH:17]([O:19][CH2:20][CH2:21][CH2:22][CH2:23][CH2:24][CH2:25][CH2:26][CH2:27][CH2:28][CH2:29][CH2:30][CH2:31][CH2:32][CH2:33][CH2:34][CH2:35][CH2:36][CH3:37])[CH2:18]1)(=[O:90])=[O:89], predict the reactants needed to synthesize it. The reactants are: COC1C=CC(C=O)=C([O:11][CH2:12][C:13]2[CH:18]=[C:17]([O:19][CH2:20][CH2:21][CH2:22][CH2:23][CH2:24][CH2:25][CH2:26][CH2:27][CH2:28][CH2:29][CH2:30][CH2:31][CH2:32][CH2:33][CH2:34][CH2:35][CH2:36][CH3:37])[C:16]([O:38][CH2:39][CH2:40][CH2:41][CH2:42][CH2:43][CH2:44][CH2:45][CH2:46][CH2:47][CH2:48][CH2:49][CH2:50][CH2:51][CH2:52][CH2:53][CH2:54][CH2:55][CH3:56])=[C:15]([O:57][CH2:58][CH2:59][CH2:60][CH2:61][CH2:62][CH2:63][CH2:64][CH2:65][CH2:66][CH2:67][CH2:68][CH2:69][CH2:70][CH2:71][CH2:72][CH2:73][CH2:74][CH3:75])[CH:14]=2)C=1.N1C=CC=CC=1.[C:82]1([CH3:92])[CH:87]=[CH:86][C:85]([S:88](Cl)(=[O:90])=[O:89])=[CH:84][CH:83]=1. (3) Given the product [CH3:17][C:18]1[CH:23]=[CH:22][C:21]([S:24]([O:16][C:8]2[NH:9][C:10]3[C:15]([C:7]=2[C:1]2[CH:2]=[CH:3][CH:4]=[CH:5][CH:6]=2)=[CH:14][CH:13]=[CH:12][CH:11]=3)(=[O:26])=[O:25])=[CH:20][CH:19]=1, predict the reactants needed to synthesize it. The reactants are: [C:1]1([CH:7]2[C:15]3[C:10](=[CH:11][CH:12]=[CH:13][CH:14]=3)[NH:9][C:8]2=[O:16])[CH:6]=[CH:5][CH:4]=[CH:3][CH:2]=1.[CH3:17][C:18]1[CH:23]=[CH:22][C:21]([S:24](Cl)(=[O:26])=[O:25])=[CH:20][CH:19]=1.C(=O)([O-])[O-].[Na+].[Na+].CC(C)=O. (4) Given the product [Cl:1][C:2]1[CH:7]=[CH:6][C:5]([C:8]([F:14])([F:15])[C:9]([OH:11])=[O:10])=[CH:4][C:3]=1[F:16], predict the reactants needed to synthesize it. The reactants are: [Cl:1][C:2]1[CH:7]=[CH:6][C:5]([C:8]([F:15])([F:14])[C:9]([O:11]CC)=[O:10])=[CH:4][C:3]=1[F:16].CO.O.O.[OH-].[Li+]. (5) Given the product [ClH:59].[N:12]1[C:21]2[C:16](=[CH:17][CH:18]=[CH:19][CH:20]=2)[CH:15]=[CH:14][C:13]=1[NH:22][C@@H:23]1[CH2:24][CH2:25][C@H:26]([NH:29][C:9]([C:6]2[CH:5]=[C:4]([N+:1]([O-:3])=[O:2])[S:8][CH:7]=2)=[O:11])[CH2:27][CH2:28]1, predict the reactants needed to synthesize it. The reactants are: [N+:1]([C:4]1[S:8][CH:7]=[C:6]([C:9]([OH:11])=O)[CH:5]=1)([O-:3])=[O:2].[N:12]1[C:21]2[C:16](=[CH:17][CH:18]=[CH:19][CH:20]=2)[CH:15]=[CH:14][C:13]=1[NH:22][C@H:23]1[CH2:28][CH2:27][C@@H:26]([NH2:29])[CH2:25][CH2:24]1.CCN(CC)CC.C1C=CC2N(O)N=NC=2C=1.O.CCN=C=NCCCN(C)C.[ClH:59].Cl. (6) Given the product [Cl:23][C:18]1[CH:17]=[C:16]([N:4]2[C:3](=[O:24])[C:2]([N:25]3[CH2:30][CH2:29][O:28][CH2:27][CH2:26]3)=[C:6]([C:7]3[CH:12]=[CH:11][C:10]([O:13][CH3:14])=[CH:9][CH:8]=3)[C:5]2=[O:15])[CH:21]=[CH:20][C:19]=1[Cl:22], predict the reactants needed to synthesize it. The reactants are: Cl[C:2]1[C:3](=[O:24])[N:4]([C:16]2[CH:21]=[CH:20][C:19]([Cl:22])=[C:18]([Cl:23])[CH:17]=2)[C:5](=[O:15])[C:6]=1[C:7]1[CH:12]=[CH:11][C:10]([O:13][CH3:14])=[CH:9][CH:8]=1.[NH:25]1[CH2:30][CH2:29][O:28][CH2:27][CH2:26]1.